Dataset: Forward reaction prediction with 1.9M reactions from USPTO patents (1976-2016). Task: Predict the product of the given reaction. (1) Given the reactants [Cl:1][C:2]1[CH:7]=[CH:6][CH:5]=[CH:4][C:3]=1[C:8]1[CH:13]=[CH:12][N:11]=[CH:10][C:9]=1[NH:14][CH2:15][CH2:16][O:17][CH3:18].[F:19][C:20]([F:35])([F:34])[C:21]1[CH:22]=[C:23]([CH:27]=[C:28]([C:30]([F:33])([F:32])[F:31])[CH:29]=1)[C:24](Cl)=[O:25], predict the reaction product. The product is: [Cl:1][C:2]1[CH:7]=[CH:6][CH:5]=[CH:4][C:3]=1[C:8]1[CH:13]=[CH:12][N:11]=[CH:10][C:9]=1[N:14]([CH2:15][CH2:16][O:17][CH3:18])[C:24](=[O:25])[C:23]1[CH:27]=[C:28]([C:30]([F:31])([F:32])[F:33])[CH:29]=[C:21]([C:20]([F:19])([F:34])[F:35])[CH:22]=1. (2) Given the reactants C[O:2][C:3]1[CH:4]=[C:5]2[C:10](=[CH:11][CH:12]=1)[C:9]([OH:13])=[C:8]([C:14]1[CH:19]=[CH:18][CH:17]=[CH:16][CH:15]=1)[C:7]([CH3:20])=[CH:6]2.[H-].[Na+].F[C:24]1[CH:31]=[CH:30][C:27]([CH:28]=[O:29])=[C:26]([C:32]([F:35])([F:34])[F:33])[CH:25]=1, predict the reaction product. The product is: [OH:2][C:3]1[CH:4]=[C:5]2[C:10](=[CH:11][CH:12]=1)[C:9]([O:13][C:24]1[CH:31]=[CH:30][C:27]([CH:28]=[O:29])=[C:26]([C:32]([F:35])([F:34])[F:33])[CH:25]=1)=[C:8]([C:14]1[CH:19]=[CH:18][CH:17]=[CH:16][CH:15]=1)[C:7]([CH3:20])=[CH:6]2. (3) Given the reactants [OH:1][C:2]1[CH:7]=[CH:6][N:5]2[C:8]([C:11]([O:13][CH2:14][CH3:15])=[O:12])=[CH:9][N:10]=[C:4]2[CH:3]=1.F[C:17]1[CH:22]=[CH:21][CH:20]=[CH:19][N:18]=1.C([O-])([O-])=O.[K+].[K+], predict the reaction product. The product is: [N:18]1[CH:19]=[CH:20][CH:21]=[CH:22][C:17]=1[O:1][C:2]1[CH:7]=[CH:6][N:5]2[C:8]([C:11]([O:13][CH2:14][CH3:15])=[O:12])=[CH:9][N:10]=[C:4]2[CH:3]=1. (4) Given the reactants F[C:2]1[CH:3]=[C:4]([CH:7]=[C:8]([N:10]2[CH2:16][CH2:15][CH2:14][C:13]3[O:17][C:18]([C:20]4[CH:25]=[CH:24][CH:23]=[CH:22][N:21]=4)=[N:19][C:12]=3[CH2:11]2)[CH:9]=1)C#N.BrC1C=CC=C([Cl:33])C=1, predict the reaction product. The product is: [Cl:33][C:2]1[CH:9]=[C:8]([N:10]2[CH2:16][CH2:15][CH2:14][C:13]3[O:17][C:18]([C:20]4[CH:25]=[CH:24][CH:23]=[CH:22][N:21]=4)=[N:19][C:12]=3[CH2:11]2)[CH:7]=[CH:4][CH:3]=1. (5) Given the reactants COC1C=CC([C@H]([N:11]2[C@@H:24]3[C@@H:15]([CH2:16][CH2:17][C:18]4[C:23]3=[N:22][CH:21]=[CH:20][CH:19]=4)[CH2:14][CH2:13][CH2:12]2)C)=CC=1.FC(F)(F)C(O)=O, predict the reaction product. The product is: [NH:22]1[C@@H:23]2[C@@H:18]([CH2:17][CH2:16][C:15]3[C:24]2=[N:11][CH:12]=[CH:13][CH:14]=3)[CH2:19][CH2:20][CH2:21]1.